From a dataset of Catalyst prediction with 721,799 reactions and 888 catalyst types from USPTO. Predict which catalyst facilitates the given reaction. (1) Reactant: [OH:1][CH:2]1[CH2:7][CH2:6][NH:5][CH2:4][CH2:3]1.[CH2:8]=[C:9]1[O:13][C:11](=[O:12])[CH2:10]1. Product: [OH:1][CH:2]1[CH2:7][CH2:6][N:5]([C:11](=[O:12])[CH2:10][C:9](=[O:13])[CH3:8])[CH2:4][CH2:3]1. The catalyst class is: 5. (2) Reactant: [Cl:1][C:2]1[CH:7]=[C:6]2[NH:8][C:9](=[O:41])[C:10]3([CH:15]([C:16]4[CH:21]=[C:20]([Cl:22])[CH:19]=[CH:18][C:17]=4[O:23][C:24]([CH2:30][CH3:31])([C:27]([OH:29])=O)[CH2:25][CH3:26])[CH2:14][C:13](=[O:32])[NH:12][CH:11]3[C:33]3[CH:38]=[C:37]([F:39])[CH:36]=[CH:35][C:34]=3[CH3:40])[C:5]2=[CH:4][CH:3]=1.[OH:42][C@H:43]1[CH2:47][CH2:46][NH:45][CH2:44]1.CN(C(ON1N=NC2C=CC=NC1=2)=[N+](C)C)C.F[P-](F)(F)(F)(F)F.O. Product: [Cl:1][C:2]1[CH:7]=[C:6]2[NH:8][C:9](=[O:41])[C:10]3([CH:15]([C:16]4[CH:21]=[C:20]([Cl:22])[CH:19]=[CH:18][C:17]=4[O:23][C:24]([CH2:30][CH3:31])([C:27]([N:45]4[CH2:46][CH2:47][C@H:43]([OH:42])[CH2:44]4)=[O:29])[CH2:25][CH3:26])[CH2:14][C:13](=[O:32])[NH:12][CH:11]3[C:33]3[CH:38]=[C:37]([F:39])[CH:36]=[CH:35][C:34]=3[CH3:40])[C:5]2=[CH:4][CH:3]=1. The catalyst class is: 241. (3) Reactant: [H-].[Na+].[Cl:3][C:4]1[N:5]=[CH:6][C:7]2[C:12]([CH:13]=1)=[CH:11][C:10]([C:14]1[CH:15]=[N:16][N:17]([CH2:19][CH:20]([OH:24])[CH2:21][O:22][CH3:23])[CH:18]=1)=[CH:9][CH:8]=2.I[CH3:26]. Product: [Cl:3][C:4]1[N:5]=[CH:6][C:7]2[C:12]([CH:13]=1)=[CH:11][C:10]([C:14]1[CH:15]=[N:16][N:17]([CH2:19][CH:20]([O:24][CH3:26])[CH2:21][O:22][CH3:23])[CH:18]=1)=[CH:9][CH:8]=2. The catalyst class is: 1.